From a dataset of Full USPTO retrosynthesis dataset with 1.9M reactions from patents (1976-2016). Predict the reactants needed to synthesize the given product. (1) Given the product [CH2:1]([O:4][NH:5][C@H:18]1[CH2:23][NH:22][C@H:21]([C:24]([NH2:26])=[O:25])[C:20]([CH3:27])=[CH:19]1)[CH:2]=[CH2:3], predict the reactants needed to synthesize it. The reactants are: [CH2:1]([O:4][N:5]([C@H:18]1[CH2:23][NH:22][C@H:21]([C:24]([NH2:26])=[O:25])[C:20]([CH3:27])=[CH:19]1)S(C1C=CC=CC=1[N+]([O-])=O)(=O)=O)[CH:2]=[CH2:3].C(=O)([O-])[O-].[K+].[K+].C1(S)C=CC=CC=1. (2) Given the product [F:21][C:22]1[CH:37]=[CH:36][C:25]([C:26]([NH:28][C:29]2[CH:34]=[CH:33][C:32]([O:35][CH2:16][CH2:15][CH2:14][O:13][C:10]3[CH:9]=[CH:8][C:7]([CH2:6][C@H:5]([O:18][CH3:19])[C:4]([OH:3])=[O:20])=[CH:12][CH:11]=3)=[CH:31][CH:30]=2)=[O:27])=[CH:24][CH:23]=1, predict the reactants needed to synthesize it. The reactants are: C([O:3][C:4](=[O:20])[C@@H:5]([O:18][CH3:19])[CH2:6][C:7]1[CH:12]=[CH:11][C:10]([O:13][CH2:14][CH2:15][CH2:16]Br)=[CH:9][CH:8]=1)C.[F:21][C:22]1[CH:37]=[CH:36][C:25]([C:26]([NH:28][C:29]2[CH:34]=[CH:33][C:32]([OH:35])=[CH:31][CH:30]=2)=[O:27])=[CH:24][CH:23]=1.[OH-].[Na+]. (3) Given the product [CH2:17]([CH:16]1[CH:5]([C:4]([O:11][CH3:12])=[O:10])[C:6]([OH:8])=[CH:13][C:14](=[O:22])[CH2:15]1)[CH2:18][CH2:19][CH2:20][CH3:21], predict the reactants needed to synthesize it. The reactants are: C[O-].[Na+].[C:4]([O:11][CH3:12])(=[O:10])[CH2:5][C:6]([O:8]C)=O.[CH3:13][C:14](=[O:22])[CH:15]=[CH:16][CH2:17][CH2:18][CH2:19][CH2:20][CH3:21]. (4) Given the product [CH2:20]1[C:21]2[C:26](=[CH:25][CH:24]=[CH:23][CH:22]=2)[CH2:27][CH2:28][N:19]1[C:17]([C:14]1[N:15]([CH3:16])[C:11]([C:9]2[S:10][C:3]3[C:4](=[N:5][CH:6]=[CH:7][C:2]=3[NH:39][C:35]3[CH:36]=[C:37]4[C:32](=[CH:33][CH:34]=3)[NH:31][C:30]([CH3:29])=[CH:38]4)[CH:8]=2)=[CH:12][N:13]=1)=[O:18], predict the reactants needed to synthesize it. The reactants are: Cl[C:2]1[CH:7]=[CH:6][N:5]=[C:4]2[CH:8]=[C:9]([C:11]3[N:15]([CH3:16])[C:14]([C:17]([N:19]4[CH2:28][CH2:27][C:26]5[C:21](=[CH:22][CH:23]=[CH:24][CH:25]=5)[CH2:20]4)=[O:18])=[N:13][CH:12]=3)[S:10][C:3]=12.[CH3:29][C:30]1[NH:31][C:32]2[C:37]([CH:38]=1)=[CH:36][C:35]([NH2:39])=[CH:34][CH:33]=2. (5) The reactants are: [OH:1][C:2]1[CH:11]=[C:10]([OH:12])[CH:9]=[C:8]2[C:3]=1[C:4]([CH2:14][CH2:15][CH3:16])=[CH:5][C:6](=[O:13])[O:7]2.[Cl-].[Al+3].[Cl-].[Cl-].[C:21](O)(=[O:24])[CH2:22][CH3:23].Cl. Given the product [OH:1][C:2]1[CH:11]=[C:10]([OH:12])[C:9]([C:21](=[O:24])[CH2:22][CH3:23])=[C:8]2[C:3]=1[C:4]([CH2:14][CH2:15][CH3:16])=[CH:5][C:6](=[O:13])[O:7]2, predict the reactants needed to synthesize it. (6) Given the product [O:24]=[C:3]1[C@H:2]([NH:1][C:50]([N:32]2[CH2:33][CH2:34][CH:35]([C:38]3[C:39](=[O:48])[NH:40][C:41]4[C:46]([CH:47]=3)=[CH:45][CH:44]=[CH:43][CH:42]=4)[CH2:36][CH2:37]2)=[O:49])[N:8]=[C:7]([C:9]2[CH:10]=[CH:11][CH:12]=[CH:13][CH:14]=2)[C:6]2[CH:15]=[CH:16][CH:17]=[CH:18][C:5]=2[N:4]1[CH2:19][C:20]([F:21])([F:23])[F:22], predict the reactants needed to synthesize it. The reactants are: [NH2:1][CH:2]1[N:8]=[C:7]([C:9]2[CH:14]=[CH:13][CH:12]=[CH:11][CH:10]=2)[C:6]2[CH:15]=[CH:16][CH:17]=[CH:18][C:5]=2[N:4]([CH2:19][C:20]([F:23])([F:22])[F:21])[C:3]1=[O:24].C(N(CC)CC)C.[NH:32]1[CH2:37][CH2:36][CH:35]([C:38]2[C:39](=[O:48])[NH:40][C:41]3[C:46]([CH:47]=2)=[CH:45][CH:44]=[CH:43][CH:42]=3)[CH2:34][CH2:33]1.[O:49]1CCC[CH2:50]1.